Regression/Classification. Given a drug SMILES string, predict its toxicity properties. Task type varies by dataset: regression for continuous values (e.g., LD50, hERG inhibition percentage) or binary classification for toxic/non-toxic outcomes (e.g., AMES mutagenicity, cardiotoxicity, hepatotoxicity). Dataset: ld50_zhu. From a dataset of Acute oral toxicity (LD50) regression data from Zhu et al.. The molecule is ClCC1(CCl)COC1. The rat oral LD50 is 2.41, given as -log10 of the dose in mol/kg body weight (higher means more acutely toxic).